Dataset: Forward reaction prediction with 1.9M reactions from USPTO patents (1976-2016). Task: Predict the product of the given reaction. (1) Given the reactants [Cl:1][C:2]1[C:3]([NH:12][S:13]([C:16]2[CH:25]=[CH:24][C:19]([C:20]([O:22][CH3:23])=[O:21])=[CH:18][CH:17]=2)(=[O:15])=[O:14])=[N:4][CH:5]=[C:6]([C:8]([F:11])([F:10])[F:9])[CH:7]=1.Br[CH2:27][C:28]1[CH:33]=[CH:32][CH:31]=[CH:30][C:29]=1[C:34]1[CH:39]=[CH:38][CH:37]=[CH:36][CH:35]=1, predict the reaction product. The product is: [C:29]1([C:34]2[CH:35]=[CH:36][CH:37]=[CH:38][CH:39]=2)[CH:30]=[CH:31][CH:32]=[CH:33][C:28]=1[CH2:27][N:12]([C:3]1[C:2]([Cl:1])=[CH:7][C:6]([C:8]([F:11])([F:9])[F:10])=[CH:5][N:4]=1)[S:13]([C:16]1[CH:25]=[CH:24][C:19]([C:20]([O:22][CH3:23])=[O:21])=[CH:18][CH:17]=1)(=[O:15])=[O:14]. (2) Given the reactants C(OC(=O)[NH:10][CH2:11][CH2:12][CH2:13][CH2:14][C@H:15]([NH:27][C:28]([CH:30]1[CH2:39][CH2:38][C:37]2[C:32](=[CH:33][CH:34]=[CH:35][CH:36]=2)[CH2:31]1)=[O:29])[C:16]([C:18]1[S:19][C:20]2[CH:26]=[CH:25][CH:24]=[CH:23][C:21]=2[N:22]=1)=[O:17])C1C=CC=CC=1.Br.CC(O)=O, predict the reaction product. The product is: [NH2:10][CH2:11][CH2:12][CH2:13][CH2:14][C@H:15]([NH:27][C:28]([CH:30]1[CH2:39][CH2:38][C:37]2[C:32](=[CH:33][CH:34]=[CH:35][CH:36]=2)[CH2:31]1)=[O:29])[C:16]([C:18]1[S:19][C:20]2[CH:26]=[CH:25][CH:24]=[CH:23][C:21]=2[N:22]=1)=[O:17].